Dataset: Oral bioavailability binary classification data from Ma et al.. Task: Regression/Classification. Given a drug SMILES string, predict its absorption, distribution, metabolism, or excretion properties. Task type varies by dataset: regression for continuous measurements (e.g., permeability, clearance, half-life) or binary classification for categorical outcomes (e.g., BBB penetration, CYP inhibition). Dataset: bioavailability_ma. (1) The compound is C[C@H]1[C@H](NC(=O)/C(=N\OC(C)(C)C(=O)O)c2csc([NH3+])n2)C(=O)N1S(=O)(=O)[O-]. The result is 0 (low bioavailability). (2) The molecule is O=c1[nH]cc(F)c(=O)[nH]1. The result is 1 (high bioavailability). (3) The molecule is C[C@@H]1O[C@@H](O[C@@H]2C=C3CC[C@@H]4[C@H](CC[C@]5(C)[C@@H](c6ccc(=O)oc6)CC[C@]45O)[C@@]3(C)CC2)[C@H](O)[C@H](O)[C@H]1O. The result is 0 (low bioavailability). (4) The compound is CNCCC=C1c2ccccc2CCc2ccccc21. The result is 1 (high bioavailability). (5) The molecule is CN(C)C(=O)Oc1cccc([N+](C)(C)C)c1. The result is 0 (low bioavailability).